Predict the product of the given reaction. From a dataset of Forward reaction prediction with 1.9M reactions from USPTO patents (1976-2016). (1) Given the reactants [F:1][C:2]1[CH:7]=[CH:6][C:5]([N:8]2[C:16]3[CH:15]=[C:14]4[CH2:17][CH2:18][C@H:19]5[C:24]([C@@:13]4([CH3:31])[CH2:12][C:11]=3[CH:10]=[N:9]2)=[CH:23][CH2:22][C@@H:21]([C:25]([F:28])([F:27])[F:26])[C@@H:20]5[CH:29]=O)=[CH:4][CH:3]=1.[F:32][C:33]1[CH:34]=[C:35]([CH:37]=[CH:38][CH:39]=1)[NH2:36], predict the reaction product. The product is: [F:1][C:2]1[CH:7]=[CH:6][C:5]([N:8]2[C:16]3[CH:15]=[C:14]4[CH2:17][CH2:18][C@H:19]5[C:24]([C@@:13]4([CH3:31])[CH2:12][C:11]=3[CH:10]=[N:9]2)=[CH:23][CH2:22][C@@H:21]([C:25]([F:28])([F:27])[F:26])[C@@H:20]5[CH2:29][NH:36][C:35]2[CH:37]=[CH:38][CH:39]=[C:33]([F:32])[CH:34]=2)=[CH:4][CH:3]=1. (2) Given the reactants C([N:8]1[CH2:12][CH2:11][C@@H:10]([N:13]2[CH2:17][CH2:16][CH2:15][CH2:14]2)[CH2:9]1)C1C=CC=CC=1, predict the reaction product. The product is: [N:13]1([C@@H:10]2[CH2:11][CH2:12][NH:8][CH2:9]2)[CH2:17][CH2:16][CH2:15][CH2:14]1. (3) Given the reactants [OH:1][CH2:2][CH2:3][NH:4][CH:5]1[CH2:10][CH2:9][N:8]([C:11]([O:13][C:14]([CH3:17])([CH3:16])[CH3:15])=[O:12])[CH:7]([CH3:18])[CH2:6]1.[C:19](=O)(OC)[O:20]C.C[O-].[Na+].C(OCC)(=O)C, predict the reaction product. The product is: [CH3:18][CH:7]1[CH2:6][CH:5]([N:4]2[CH2:3][CH2:2][O:1][C:19]2=[O:20])[CH2:10][CH2:9][N:8]1[C:11]([O:13][C:14]([CH3:17])([CH3:16])[CH3:15])=[O:12]. (4) Given the reactants [F:1][C:2]1[CH:7]=[C:6]([O:8][CH:9]2[CH2:14][CH2:13][CH2:12][O:11][CH2:10]2)[CH:5]=[C:4]([F:15])[C:3]=1[C:16]1[N:21]=[C:20]([C:22]([O:24]C)=[O:23])[CH:19]=[CH:18][C:17]=1[F:26].C1COCC1.[OH-].[Na+], predict the reaction product. The product is: [F:1][C:2]1[CH:7]=[C:6]([O:8][CH:9]2[CH2:14][CH2:13][CH2:12][O:11][CH2:10]2)[CH:5]=[C:4]([F:15])[C:3]=1[C:16]1[N:21]=[C:20]([C:22]([OH:24])=[O:23])[CH:19]=[CH:18][C:17]=1[F:26]. (5) Given the reactants C(OC(=O)[NH:7][CH2:8][CH:9]([C:30]1[CH:35]=[CH:34][CH:33]=[C:32]([NH:36][C:37](=[O:39])[CH3:38])[CH:31]=1)[NH:10][C:11]([C:13]1[S:29][C:16]2=[N:17][C:18]3[CH2:19][CH2:20][CH:21]([C:25]([CH3:28])([CH3:27])[CH3:26])[CH2:22][C:23]=3[CH:24]=[C:15]2[CH:14]=1)=[O:12])(C)(C)C.C(O)(C(F)(F)F)=O.C(Cl)Cl, predict the reaction product. The product is: [C:37]([NH:36][C:32]1[CH:31]=[C:30]([CH:9]([NH:10][C:11]([C:13]2[S:29][C:16]3=[N:17][C:18]4[CH2:19][CH2:20][CH:21]([C:25]([CH3:28])([CH3:27])[CH3:26])[CH2:22][C:23]=4[CH:24]=[C:15]3[CH:14]=2)=[O:12])[CH2:8][NH2:7])[CH:35]=[CH:34][CH:33]=1)(=[O:39])[CH3:38]. (6) The product is: [OH:40][C:32]1[CH:33]=[CH:34][CH:35]=[C:36]2[C:31]=1[N:30]=[C:29]([C:27]([OH:28])=[O:26])[C:38](=[O:39])[NH:37]2. Given the reactants COC(C1C=C(O)C2C(=C(OCC3C=CC=CC=3)C=CC=2)N=1)=O.C([O:26][C:27]([C:29]1[C:38](=[O:39])[NH:37][C:36]2[C:31](=[C:32]([OH:40])[CH:33]=[CH:34][CH:35]=2)[N:30]=1)=[O:28])C, predict the reaction product. (7) Given the reactants [C:1]1([C:7]2[C:8]([C:13]([OH:15])=[O:14])=[N:9][CH:10]=[CH:11][CH:12]=2)[CH:6]=[CH:5][CH:4]=[CH:3][CH:2]=1, predict the reaction product. The product is: [C:1]1([CH:7]2[CH2:12][CH2:11][CH2:10][NH:9][CH:8]2[C:13]([OH:15])=[O:14])[CH:2]=[CH:3][CH:4]=[CH:5][CH:6]=1. (8) Given the reactants [NH2:1][C@H:2]1[CH2:6][CH2:5][N:4]([C:7]2[CH:16]=[C:15]3[C:10]([CH2:11][CH2:12][N:13]([C:17]([O:19][C:20]([CH3:23])([CH3:22])[CH3:21])=[O:18])[CH2:14]3)=[CH:9][CH:8]=2)[C:3]1=[O:24].[Cl:25][C:26]1[S:30][C:29]([CH2:31][CH2:32][S:33](Cl)(=[O:35])=[O:34])=[CH:28][CH:27]=1, predict the reaction product. The product is: [Cl:25][C:26]1[S:30][C:29]([CH2:31][CH2:32][S:33]([NH:1][C@H:2]2[CH2:6][CH2:5][N:4]([C:7]3[CH:16]=[C:15]4[C:10]([CH2:11][CH2:12][N:13]([C:17]([O:19][C:20]([CH3:21])([CH3:23])[CH3:22])=[O:18])[CH2:14]4)=[CH:9][CH:8]=3)[C:3]2=[O:24])(=[O:35])=[O:34])=[CH:28][CH:27]=1. (9) The product is: [NH2:15][C:16]1[CH:21]=[CH:20][C:19]([C@H:22]2[C@@H:27]([C:28]([O:30][CH2:31][CH3:32])=[O:29])[CH2:26][CH2:25][CH2:24][N:23]2[C:33](=[O:42])[C:34]2[C:39]([CH3:40])=[CH:38][CH:37]=[CH:36][C:35]=2[F:41])=[CH:18][CH:17]=1. Given the reactants Cl.O1CCOCC1.C(OC([NH:15][C:16]1[CH:21]=[CH:20][C:19]([C@H:22]2[C@@H:27]([C:28]([O:30][CH2:31][CH3:32])=[O:29])[CH2:26][CH2:25][CH2:24][N:23]2[C:33](=[O:42])[C:34]2[C:39]([CH3:40])=[CH:38][CH:37]=[CH:36][C:35]=2[F:41])=[CH:18][CH:17]=1)=O)(C)(C)C.C([O-])(O)=O.[Na+], predict the reaction product. (10) Given the reactants C(N(CC)CC)C.[Br:8][C:9]1[N:18]=[C:17]([C:19]([NH:21][CH2:22][C:23]2[CH:28]=[CH:27][C:26]([F:29])=[CH:25][CH:24]=2)=[O:20])[C:16]([OH:30])=[C:15]2[C:10]=1[CH:11]=[CH:12][CH:13]=[N:14]2.[C:31]1([CH3:41])[CH:36]=[CH:35][C:34]([S:37](Cl)(=[O:39])=[O:38])=[CH:33][CH:32]=1, predict the reaction product. The product is: [Br:8][C:9]1[N:18]=[C:17]([C:19]([NH:21][CH2:22][C:23]2[CH:28]=[CH:27][C:26]([F:29])=[CH:25][CH:24]=2)=[O:20])[C:16]([O:30][S:37]([C:34]2[CH:35]=[CH:36][C:31]([CH3:41])=[CH:32][CH:33]=2)(=[O:39])=[O:38])=[C:15]2[C:10]=1[CH:11]=[CH:12][CH:13]=[N:14]2.